From a dataset of Reaction yield outcomes from USPTO patents with 853,638 reactions. Predict the reaction yield, written as a fraction of the theoretical maximum amount of product (1.0 means a 100% yield; for example, 0.34 means a 34% yield). (1) The reactants are [CH3:1][N:2]1[CH2:6][CH2:5][N:4]([CH3:7])[C:3]1(Cl)[Cl:8].[CH3:10][O:11][P:12]([O-:16])([O:14][CH3:15])=[O:13].[Na+].C(#N)C. The catalyst is O. The product is [CH3:10][O:11][P:12]([O-:16])([O:14][CH3:15])=[O:13].[CH3:1][NH+:2]1[CH2:6][CH2:5][N:4]([CH3:7])[CH:3]1[Cl:8]. The yield is 0.956. (2) The reactants are [C:1]([C:4]1[CH:5]=[C:6]([C:10]2[CH:15]=[CH:14][CH:13]=[CH:12][C:11]=2[NH:16][CH2:17][C@H:18]2[CH2:23][CH2:22][C@H:21]([NH:24]C(=O)OC(C)(C)C)[CH2:20][CH2:19]2)[NH:7][C:8]=1[CH3:9])(=[O:3])[NH2:2].C(C1C=C(C2C=CC=CC=2NCC2CCN(C(OC(C)(C)C)=O)C2)NC=1C)(=O)N.Cl. No catalyst specified. The product is [NH2:24][C@H:21]1[CH2:22][CH2:23][C@H:18]([CH2:17][NH:16][C:11]2[CH:12]=[CH:13][CH:14]=[CH:15][C:10]=2[C:6]2[NH:7][C:8]([CH3:9])=[C:4]([C:1]([NH2:2])=[O:3])[CH:5]=2)[CH2:19][CH2:20]1. The yield is 0.950. (3) The reactants are [OH:1][C:2]1[CH:7]=[CH:6][C:5]([C:8](=[O:10])[CH3:9])=[CH:4][C:3]=1[CH3:11].IC.[C:14]([O-])([O-])=O.[K+].[K+]. The catalyst is CC(C)=O. The product is [CH3:11][C:3]1[CH:4]=[C:5]([C:8]([CH3:9])=[O:10])[CH:6]=[CH:7][C:2]=1[O:1][CH3:14]. The yield is 0.824. (4) The reactants are CS(Cl)(=O)=O.[CH3:6][S:7][C:8]1[C:13]([NH:14][C:15](=[O:18])[CH2:16]O)=[C:12]([S:19][CH3:20])[CH:11]=[C:10]([CH3:21])[N:9]=1.C(N(CC)CC)C.[Br-:29].[Na+]. The catalyst is CN(C)C1C=CN=CC=1.CN(C=O)C.O. The product is [CH3:6][S:7][C:8]1[C:13]([NH:14][C:15](=[O:18])[CH2:16][Br:29])=[C:12]([S:19][CH3:20])[CH:11]=[C:10]([CH3:21])[N:9]=1. The yield is 0.673. (5) The reactants are Cl[C:2]1[C:3]2[CH:10]=[CH:9][N:8]([CH2:11][O:12][CH2:13][CH2:14][Si:15]([CH3:18])([CH3:17])[CH3:16])[C:4]=2[N:5]=[CH:6][N:7]=1.[S:19]1[CH:23]=[CH:22][N:21]=[CH:20]1.C([O-])(=O)C.[K+]. The catalyst is CN(C)C(=O)C. The product is [S:19]1[C:23]([C:2]2[C:3]3[CH:10]=[CH:9][N:8]([CH2:11][O:12][CH2:13][CH2:14][Si:15]([CH3:18])([CH3:17])[CH3:16])[C:4]=3[N:5]=[CH:6][N:7]=2)=[CH:22][N:21]=[CH:20]1. The yield is 0.640. (6) The reactants are [C:1]([O:9][CH:10]([C:14](=O)[CH3:15])[C:11](=O)[CH3:12])(=[O:8])[C:2]1[CH:7]=[CH:6][CH:5]=[CH:4][CH:3]=1.[CH3:17][NH:18][NH2:19]. The catalyst is C(O)C. The product is [C:1]([O:9][C:10]1[C:14]([CH3:15])=[N:19][N:18]([CH3:17])[C:11]=1[CH3:12])(=[O:8])[C:2]1[CH:7]=[CH:6][CH:5]=[CH:4][CH:3]=1. The yield is 0.926. (7) The reactants are [CH2:1]([N:8]1[CH2:15][CH:14]2[CH:10]([CH2:11][NH:12][CH2:13]2)[CH2:9]1)[C:2]1[CH:7]=[CH:6][CH:5]=[CH:4][CH:3]=1.[CH3:16][O:17][C:18]1[CH:26]=[CH:25][C:21]([C:22](O)=[O:23])=[C:20]([N:27]2[N:31]=[CH:30][CH:29]=[N:28]2)[CH:19]=1.CN(C(ON1N=NC2C=CC=NC1=2)=[N+](C)C)C.F[P-](F)(F)(F)(F)F. The catalyst is CN(C=O)C.CCOC(C)=O. The product is [CH2:1]([N:8]1[CH2:9][CH:10]2[CH2:11][N:12]([C:22]([C:21]3[CH:25]=[CH:26][C:18]([O:17][CH3:16])=[CH:19][C:20]=3[N:27]3[N:31]=[CH:30][CH:29]=[N:28]3)=[O:23])[CH2:13][CH:14]2[CH2:15]1)[C:2]1[CH:7]=[CH:6][CH:5]=[CH:4][CH:3]=1. The yield is 0.580.